From a dataset of NCI-60 drug combinations with 297,098 pairs across 59 cell lines. Regression. Given two drug SMILES strings and cell line genomic features, predict the synergy score measuring deviation from expected non-interaction effect. (1) Drug 1: CC1C(C(CC(O1)OC2CC(CC3=C2C(=C4C(=C3O)C(=O)C5=C(C4=O)C(=CC=C5)OC)O)(C(=O)CO)O)N)O.Cl. Drug 2: CCC1(C2=C(COC1=O)C(=O)N3CC4=CC5=C(C=CC(=C5CN(C)C)O)N=C4C3=C2)O.Cl. Cell line: SK-MEL-5. Synergy scores: CSS=32.9, Synergy_ZIP=-3.62, Synergy_Bliss=1.18, Synergy_Loewe=1.93, Synergy_HSA=3.82. (2) Drug 1: C1CC(C1)(C(=O)O)C(=O)O.[NH2-].[NH2-].[Pt+2]. Drug 2: C1CN(CCN1C(=O)CCBr)C(=O)CCBr. Cell line: NCI-H322M. Synergy scores: CSS=-5.18, Synergy_ZIP=4.06, Synergy_Bliss=2.95, Synergy_Loewe=-4.89, Synergy_HSA=-4.75.